Dataset: Reaction yield outcomes from USPTO patents with 853,638 reactions. Task: Predict the reaction yield, written as a fraction of the theoretical maximum amount of product (1.0 means a 100% yield; for example, 0.34 means a 34% yield). (1) The reactants are [OH-].[Li+].[CH2:3]([O:5][C:6]1[CH:11]=[CH:10][C:9]([C:12]2[C:17]([F:18])=[CH:16][N:15]([CH2:19][CH2:20][C@@:21]([CH3:31])([S:27]([CH3:30])(=[O:29])=[O:28])[C:22]([O:24]CC)=[O:23])[C:14](=[O:32])[CH:13]=2)=[CH:8][CH:7]=1)[CH3:4].Cl. The catalyst is O1CCCC1.O. The product is [CH2:3]([O:5][C:6]1[CH:11]=[CH:10][C:9]([C:12]2[C:17]([F:18])=[CH:16][N:15]([CH2:19][CH2:20][C@@:21]([CH3:31])([S:27]([CH3:30])(=[O:28])=[O:29])[C:22]([OH:24])=[O:23])[C:14](=[O:32])[CH:13]=2)=[CH:8][CH:7]=1)[CH3:4]. The yield is 0.730. (2) The reactants are [F:1][C:2]1[CH:7]=[CH:6][CH:5]=[CH:4][C:3]=1[CH:8]1[O:10][CH:9]1[CH2:11][OH:12].[NH:13]1[C:22]2[C:17](=[CH:18][CH:19]=[CH:20][CH:21]=2)[CH2:16][CH2:15][CH2:14]1.Cl. The catalyst is ClCCl.CC(C)[O-].[Ti+4].CC(C)[O-].CC(C)[O-].CC(C)[O-]. The product is [N:13]1([CH:8]([C:3]2[CH:4]=[CH:5][CH:6]=[CH:7][C:2]=2[F:1])[CH:9]([OH:10])[CH2:11][OH:12])[C:22]2[C:17](=[CH:18][CH:19]=[CH:20][CH:21]=2)[CH2:16][CH2:15][CH2:14]1. The yield is 0.560. (3) The reactants are C(O[C:5](=[O:7])[CH3:6])(=O)C.C(O)=O.[NH2:11][C:12]1[CH:13]=[C:14]2[C:18](=[CH:19][CH:20]=1)[NH:17][C:16](=[O:21])C2. The catalyst is O1CCCC1.N1CCCCC1. The product is [O:7]=[C:5]1[CH2:6][C:20]2[C:12](=[CH:13][CH:14]=[C:18]([NH:17][CH:16]=[O:21])[CH:19]=2)[NH:11]1. The yield is 0.850.